Dataset: Full USPTO retrosynthesis dataset with 1.9M reactions from patents (1976-2016). Task: Predict the reactants needed to synthesize the given product. (1) Given the product [C:43]([N:27]1[CH2:28][CH2:29][CH:24]([CH2:23][CH2:22][O:21][CH2:20][C:19]2[C:14]3[C:13](=[O:30])[NH:12][C:11]([C:9]([NH:8][CH2:7][C:6]4[CH:31]=[CH:32][CH:33]=[C:4]([O:3][CH3:2])[CH:5]=4)=[O:10])=[N:16][C:15]=3[S:17][CH:18]=2)[CH2:25][CH2:26]1)(=[O:45])[CH3:44], predict the reactants needed to synthesize it. The reactants are: Cl.[CH3:2][O:3][C:4]1[CH:5]=[C:6]([CH:31]=[CH:32][CH:33]=1)[CH2:7][NH:8][C:9]([C:11]1[NH:12][C:13](=[O:30])[C:14]2[C:19]([CH2:20][O:21][CH2:22][CH2:23][CH:24]3[CH2:29][CH2:28][NH:27][CH2:26][CH2:25]3)=[CH:18][S:17][C:15]=2[N:16]=1)=[O:10].C(N(CC)C(C)C)(C)C.[C:43](Cl)(=[O:45])[CH3:44]. (2) Given the product [Cl:1][C:2]1[CH:3]=[CH:4][C:5]([OH:11])=[C:6]([CH:10]=1)[C:7]([NH:13][CH2:14][C:15]1[CH:26]=[CH:25][C:24]([C:27]#[N:28])=[CH:23][C:16]=1[O:17][CH2:18][C:19](=[O:20])[NH:21][CH3:22])=[O:9], predict the reactants needed to synthesize it. The reactants are: [Cl:1][C:2]1[CH:10]=[C:6]([C:7]([OH:9])=O)[C:5]([OH:11])=[CH:4][CH:3]=1.Cl.[NH2:13][CH2:14][C:15]1[CH:26]=[CH:25][C:24]([C:27]#[N:28])=[CH:23][C:16]=1[O:17][CH2:18][C:19]([NH:21][CH3:22])=[O:20]. (3) Given the product [N:31]1([CH:37]2[CH2:42][CH2:41][N:28]([C:27]([O:20][C:17]3[CH:18]=[CH:19][C:14]4[C:13]5[C:12]([O:21][CH3:22])=[C:11]([O:23][CH3:24])[C:10]([O:25][CH3:26])=[CH:9][C:8]=5[CH2:7][CH2:6][CH:5]([NH:4][C:2](=[O:3])[CH3:1])[C:15]=4[CH:16]=3)=[O:29])[CH2:39][CH2:38]2)[CH2:36][CH2:35][CH2:34][CH2:33][CH2:32]1, predict the reactants needed to synthesize it. The reactants are: [CH3:1][C:2]([NH:4][C@@H:5]1[C:15]2[CH:16]=[C:17]([OH:20])[CH:18]=[CH:19][C:14]=2[C:13]2[C:8](=[CH:9][C:10]([O:25][CH3:26])=[C:11]([O:23][CH3:24])[C:12]=2[O:21][CH3:22])[CH2:7][CH2:6]1)=[O:3].[C:27](Cl)(=[O:29])[NH2:28].[N:31]1([CH:37]2[CH2:42][CH2:41]N[CH2:39][CH2:38]2)[CH2:36][CH2:35][CH2:34][CH2:33][CH2:32]1. (4) Given the product [Cl:16][C:17]1[CH:18]=[C:19]([CH:20]=[CH:21][CH:22]=1)[CH2:23][CH2:24][NH:25][C:9](=[O:11])[CH2:8][N:7]1[C:2](=[O:1])[C:3]2[CH:15]=[CH:14][CH:13]=[CH:12][C:4]=2[N:5]=[N:6]1, predict the reactants needed to synthesize it. The reactants are: [O:1]=[C:2]1[N:7]([CH2:8][C:9]([OH:11])=O)[N:6]=[N:5][C:4]2[CH:12]=[CH:13][CH:14]=[CH:15][C:3]1=2.[Cl:16][C:17]1[CH:18]=[C:19]([CH2:23][CH2:24][NH2:25])[CH:20]=[CH:21][CH:22]=1. (5) Given the product [Cl:1][C:2]1[CH:3]=[CH:4][CH:5]=[C:6]2[C:11]=1[N:10]=[N:9][C:8]([C:12]1[CH:13]=[CH:14][CH:15]=[CH:16][CH:17]=1)=[C:7]2[C:18]1[CH:19]=[C:20]([NH:24][CH2:35][C:25]2[C:34]3[C:29](=[CH:30][CH:31]=[CH:32][CH:33]=3)[CH:28]=[CH:27][CH:26]=2)[CH:21]=[CH:22][CH:23]=1, predict the reactants needed to synthesize it. The reactants are: [Cl:1][C:2]1[CH:3]=[CH:4][CH:5]=[C:6]2[C:11]=1[N:10]=[N:9][C:8]([C:12]1[CH:17]=[CH:16][CH:15]=[CH:14][CH:13]=1)=[C:7]2[C:18]1[CH:19]=[C:20]([NH2:24])[CH:21]=[CH:22][CH:23]=1.[C:25]1([CH:35]=O)[C:34]2[C:29](=[CH:30][CH:31]=[CH:32][CH:33]=2)[CH:28]=[CH:27][CH:26]=1.